This data is from Peptide-MHC class I binding affinity with 185,985 pairs from IEDB/IMGT. The task is: Regression. Given a peptide amino acid sequence and an MHC pseudo amino acid sequence, predict their binding affinity value. This is MHC class I binding data. (1) The binding affinity (normalized) is 0.0847. The MHC is HLA-B15:17 with pseudo-sequence HLA-B15:17. The peptide sequence is TMLVRQMTK. (2) The peptide sequence is MLANIDLKY. The MHC is HLA-A01:01 with pseudo-sequence HLA-A01:01. The binding affinity (normalized) is 0.378. (3) The peptide sequence is VGNVYVKN. The MHC is Mamu-B52 with pseudo-sequence Mamu-B52. The binding affinity (normalized) is 0.353. (4) The peptide sequence is IVILFIMFM. The MHC is HLA-A02:03 with pseudo-sequence HLA-A02:03. The binding affinity (normalized) is 0.313. (5) The peptide sequence is IPVIVADDL. The MHC is H-2-Dd with pseudo-sequence H-2-Dd. The binding affinity (normalized) is 0. (6) The peptide sequence is YYFMKFRRVF. The MHC is Patr-A0901 with pseudo-sequence Patr-A0901. The binding affinity (normalized) is 0.317. (7) The peptide sequence is THLEVCFMY. The MHC is HLA-A24:02 with pseudo-sequence HLA-A24:02. The binding affinity (normalized) is 0.0847. (8) The peptide sequence is VMNSNTLLSAW. The MHC is HLA-B58:01 with pseudo-sequence HLA-B58:01. The binding affinity (normalized) is 0.570.